Task: Predict the product of the given reaction.. Dataset: Forward reaction prediction with 1.9M reactions from USPTO patents (1976-2016) (1) Given the reactants [C:1]([CH2:8][N:9]1[CH2:20][CH2:19][NH:18][CH2:17][CH2:16][N:15]([CH2:21][C:22]([O:24][C:25]([CH3:28])([CH3:27])[CH3:26])=[O:23])[CH2:14][CH2:13][N:12]([CH2:29][CH2:30][C:31]2[CH:36]=[CH:35][C:34]([N+:37]([O-])=O)=[CH:33][CH:32]=2)[CH2:11][CH2:10]1)([O:3][C:4]([CH3:7])([CH3:6])[CH3:5])=[O:2].CCOCC, predict the reaction product. The product is: [C:1]([CH2:8][N:9]1[CH2:20][CH2:19][NH:18][CH2:17][CH2:16][N:15]([CH2:21][C:22]([O:24][C:25]([CH3:26])([CH3:27])[CH3:28])=[O:23])[CH2:14][CH2:13][N:12]([CH2:29][CH2:30][C:31]2[CH:32]=[CH:33][C:34]([NH2:37])=[CH:35][CH:36]=2)[CH2:11][CH2:10]1)([O:3][C:4]([CH3:5])([CH3:6])[CH3:7])=[O:2]. (2) The product is: [CH3:1][N:2]1[C:7](=[O:8])[C:6]2[C:9]([C:13]([OH:15])=[O:14])=[C:10]([CH3:12])[S:11][C:5]=2[N:4]([CH:17]([CH3:18])[CH3:19])[C:3]1=[O:20]. Given the reactants [CH3:1][N:2]1[C:7](=[O:8])[C:6]2[C:9]([C:13]([O:15]C)=[O:14])=[C:10]([CH3:12])[S:11][C:5]=2[N:4]([CH:17]([CH3:19])[CH3:18])[C:3]1=[O:20].CO.[OH-].[Na+].Cl, predict the reaction product. (3) Given the reactants Br[C:2]1[CH:3]=[CH:4][C:5]([O:9][CH3:10])=[C:6]([CH3:8])[CH:7]=1.[Mg].II.[Br:14][C:15]1[CH:16]=[C:17]([C:22](=[O:24])[CH3:23])[CH:18]=[CH:19][C:20]=1[Cl:21], predict the reaction product. The product is: [Br:14][C:15]1[CH:16]=[C:17]([C:22]([C:2]2[CH:3]=[CH:4][C:5]([O:9][CH3:10])=[C:6]([CH3:8])[CH:7]=2)([OH:24])[CH3:23])[CH:18]=[CH:19][C:20]=1[Cl:21].